From a dataset of Full USPTO retrosynthesis dataset with 1.9M reactions from patents (1976-2016). Predict the reactants needed to synthesize the given product. (1) Given the product [Cl:1][C:2]1[CH:3]=[C:4]([N:8]2[C:12]([C:13]3[CH:18]=[CH:17][CH:16]=[C:15]([O:19][CH2:20][CH2:21][O:22][CH3:23])[CH:14]=3)=[CH:11][C:10]([C:24]([OH:26])=[O:25])=[N:9]2)[CH:5]=[CH:6][CH:7]=1, predict the reactants needed to synthesize it. The reactants are: [Cl:1][C:2]1[CH:3]=[C:4]([N:8]2[C:12]([C:13]3[CH:18]=[CH:17][CH:16]=[C:15]([O:19][CH2:20][CH2:21][O:22][CH3:23])[CH:14]=3)=[CH:11][C:10]([C:24]([O:26]CC)=[O:25])=[N:9]2)[CH:5]=[CH:6][CH:7]=1.ClC1C=C(N2C(C3C=C(F)C=C(Cl)C=3)=CC(C(O)=O)=N2)C=CC=1F.C(#N)C.O. (2) Given the product [CH3:21][O:20][C:6]1[CH:5]=[C:4]([CH:9]=[CH:8][C:7]=1[O:10][CH2:11][CH2:12][C:13]1[CH:14]=[C:15]([CH3:19])[CH:16]=[CH:17][CH:18]=1)[C:3]([NH:36][C:27]1([C:25]([OH:26])=[O:24])[CH2:28][C:29]2[C:34](=[CH:33][CH:32]=[CH:31][CH:30]=2)[CH2:35]1)=[O:22], predict the reactants needed to synthesize it. The reactants are: CO[C:3](=[O:22])[C:4]1[CH:9]=[CH:8][C:7]([O:10][CH2:11][CH2:12][C:13]2[CH:14]=[C:15]([CH3:19])[CH:16]=[CH:17][CH:18]=2)=[C:6]([O:20][CH3:21])[CH:5]=1.C[O:24][C:25]([C:27]1([NH2:36])[CH2:35][C:34]2[C:29](=[CH:30][CH:31]=[CH:32][CH:33]=2)[CH2:28]1)=[O:26]. (3) Given the product [Na+:51].[Na+:51].[C:1]([CH2:4][C@H:5]([OH:46])[CH2:6][C@H:7]([OH:45])[CH2:8][CH2:9][C:10]1[N:14]([CH:15]([CH3:16])[CH3:17])[C:13]([C:18]([NH:20][CH2:21][C:22]2[CH:30]=[CH:29][C:25]([C:26]([O-:28])=[O:27])=[CH:24][CH:23]=2)=[O:19])=[C:12]([C:31]2[CH:32]=[CH:33][C:34]([F:37])=[CH:35][CH:36]=2)[C:11]=1[C:38]1[CH:39]=[CH:40][C:41]([F:44])=[CH:42][CH:43]=1)([OH:3])=[O:2].[C:1]([CH2:4][C@H:5]([OH:46])[CH2:6][C@H:7]([OH:45])[CH2:8][CH2:9][C:10]1[N:14]([CH:15]([CH3:16])[CH3:17])[C:13]([C:18]([NH:20][CH2:21][C:22]2[CH:30]=[CH:29][C:25]([C:26]([O-:28])=[O:27])=[CH:24][CH:23]=2)=[O:19])=[C:12]([C:31]2[CH:32]=[CH:33][C:34]([F:37])=[CH:35][CH:36]=2)[C:11]=1[C:38]1[CH:39]=[CH:40][C:41]([F:44])=[CH:42][CH:43]=1)([OH:3])=[O:2], predict the reactants needed to synthesize it. The reactants are: [C:1]([CH2:4][C@H:5]([OH:46])[CH2:6][C@H:7]([OH:45])[CH2:8][CH2:9][C:10]1[N:14]([CH:15]([CH3:17])[CH3:16])[C:13]([C:18]([NH:20][CH2:21][C:22]2[CH:30]=[CH:29][C:25]([C:26]([OH:28])=[O:27])=[CH:24][CH:23]=2)=[O:19])=[C:12]([C:31]2[CH:36]=[CH:35][C:34]([F:37])=[CH:33][CH:32]=2)[C:11]=1[C:38]1[CH:43]=[CH:42][C:41]([F:44])=[CH:40][CH:39]=1)([OH:3])=[O:2].C(O)C.[OH-].[Na+:51]. (4) Given the product [OH:8][CH2:9][C:10]1[CH:15]=[CH:14][CH:13]=[CH:12][C:11]=1[NH:16][C:17]1[N:25]=[C:24]2[C:20]([NH:21][C:22](=[O:34])[N:23]2[C:26]2[CH:31]=[CH:30][CH:29]=[CH:28][C:27]=2[O:32][CH3:33])=[C:19]([C:35]([NH2:37])=[O:36])[N:18]=1, predict the reactants needed to synthesize it. The reactants are: [Si]([O:8][CH2:9][C:10]1[CH:15]=[CH:14][CH:13]=[CH:12][C:11]=1[NH:16][C:17]1[N:25]=[C:24]2[C:20]([NH:21][C:22](=[O:34])[N:23]2[C:26]2[CH:31]=[CH:30][CH:29]=[CH:28][C:27]=2[O:32][CH3:33])=[C:19]([C:35]([NH2:37])=[O:36])[N:18]=1)(C(C)(C)C)(C)C.[Si](OCC1C=CC=CC=1NC1N=C2C(NC(=O)N2C2C=CC=CC=2OC)=C(C(OCC)=O)N=1)(C(C)(C)C)(C)C. (5) Given the product [Br:19][CH2:8][C:7]1[C:2]([CH3:1])=[C:3]([C:10]2[C:15]([CH3:16])=[CH:14][CH:13]=[CH:12][C:11]=2[CH3:17])[CH:4]=[CH:5][CH:6]=1, predict the reactants needed to synthesize it. The reactants are: [CH3:1][C:2]1[C:7]([CH2:8]O)=[CH:6][CH:5]=[CH:4][C:3]=1[C:10]1[C:15]([CH3:16])=[CH:14][CH:13]=[CH:12][C:11]=1[CH3:17].P(Br)(Br)[Br:19]. (6) Given the product [NH2:8][C:9]([CH3:30])([CH3:29])[CH2:10][O:11][C:12](=[O:28])[C@H:13]([CH:25]([CH3:26])[CH3:27])[NH:14][C:15]([O:17][CH2:18][C:19]1[CH:24]=[CH:23][CH:22]=[CH:21][CH:20]=1)=[O:16], predict the reactants needed to synthesize it. The reactants are: C(OC([NH:8][C:9]([CH3:30])([CH3:29])[CH2:10][O:11][C:12](=[O:28])[C@H:13]([CH:25]([CH3:27])[CH3:26])[NH:14][C:15]([O:17][CH2:18][C:19]1[CH:24]=[CH:23][CH:22]=[CH:21][CH:20]=1)=[O:16])=O)(C)(C)C.FC(F)(F)C(O)=O.